The task is: Predict the product of the given reaction.. This data is from Forward reaction prediction with 1.9M reactions from USPTO patents (1976-2016). The product is: [Cl:20][C:17]1[CH:18]=[CH:19][C:14]([CH2:13][C@@H:12]2[C:4]3=[N:5][C:6]4[CH:11]=[CH:10][CH:9]=[CH:8][C:7]=4[N:3]3[C:22](=[O:23])[NH:21]2)=[CH:15][CH:16]=1. Given the reactants N#N.[NH:3]1[C:7]2[CH:8]=[CH:9][CH:10]=[CH:11][C:6]=2[N:5]=[C:4]1[C@H:12]([NH2:21])[CH2:13][C:14]1[CH:19]=[CH:18][C:17]([Cl:20])=[CH:16][CH:15]=1.[C:22](N1C=CN=C1)(N1C=CN=C1)=[O:23].O, predict the reaction product.